From a dataset of NCI-60 drug combinations with 297,098 pairs across 59 cell lines. Regression. Given two drug SMILES strings and cell line genomic features, predict the synergy score measuring deviation from expected non-interaction effect. (1) Drug 1: C1C(C(OC1N2C=NC(=NC2=O)N)CO)O. Drug 2: CC12CCC3C(C1CCC2OP(=O)(O)O)CCC4=C3C=CC(=C4)OC(=O)N(CCCl)CCCl.[Na+]. Cell line: HOP-92. Synergy scores: CSS=14.1, Synergy_ZIP=-6.37, Synergy_Bliss=-2.04, Synergy_Loewe=-6.47, Synergy_HSA=-3.17. (2) Drug 1: C1=CC=C(C=C1)NC(=O)CCCCCCC(=O)NO. Drug 2: C1C(C(OC1N2C=NC(=NC2=O)N)CO)O. Cell line: SNB-19. Synergy scores: CSS=7.20, Synergy_ZIP=-3.51, Synergy_Bliss=-0.156, Synergy_Loewe=-8.43, Synergy_HSA=-0.646. (3) Drug 1: CC1=C2C(C(=O)C3(C(CC4C(C3C(C(C2(C)C)(CC1OC(=O)C(C(C5=CC=CC=C5)NC(=O)OC(C)(C)C)O)O)OC(=O)C6=CC=CC=C6)(CO4)OC(=O)C)OC)C)OC. Drug 2: C1=CC=C(C=C1)NC(=O)CCCCCCC(=O)NO. Cell line: T-47D. Synergy scores: CSS=17.6, Synergy_ZIP=-3.13, Synergy_Bliss=-5.25, Synergy_Loewe=-6.59, Synergy_HSA=-2.28. (4) Drug 1: CN1CCC(CC1)COC2=C(C=C3C(=C2)N=CN=C3NC4=C(C=C(C=C4)Br)F)OC. Drug 2: CC1=C2C(C(=O)C3(C(CC4C(C3C(C(C2(C)C)(CC1OC(=O)C(C(C5=CC=CC=C5)NC(=O)OC(C)(C)C)O)O)OC(=O)C6=CC=CC=C6)(CO4)OC(=O)C)O)C)O. Cell line: HOP-62. Synergy scores: CSS=34.5, Synergy_ZIP=10.8, Synergy_Bliss=11.5, Synergy_Loewe=-7.29, Synergy_HSA=9.12. (5) Drug 1: CS(=O)(=O)C1=CC(=C(C=C1)C(=O)NC2=CC(=C(C=C2)Cl)C3=CC=CC=N3)Cl. Drug 2: CS(=O)(=O)OCCCCOS(=O)(=O)C. Cell line: MCF7. Synergy scores: CSS=7.43, Synergy_ZIP=-3.66, Synergy_Bliss=-2.95, Synergy_Loewe=-5.68, Synergy_HSA=-3.13. (6) Drug 1: CC1=C(C(=CC=C1)Cl)NC(=O)C2=CN=C(S2)NC3=CC(=NC(=N3)C)N4CCN(CC4)CCO. Drug 2: CC(C)NC(=O)C1=CC=C(C=C1)CNNC.Cl. Cell line: M14. Synergy scores: CSS=-1.36, Synergy_ZIP=-2.42, Synergy_Bliss=-6.08, Synergy_Loewe=-4.90, Synergy_HSA=-6.23. (7) Drug 1: C1CC2CC3=C(CC1C24CN(S(=O)(=O)N4)CC(F)(F)F)C=CC(=C3)C=CCN5CCC(CC5)C(F)(F)F. Drug 2: CC1=C(C(=O)C2=C(C1=O)N3CC4C(C3(C2COC(=O)N)OC)N4)N. Cell line: SK-OV-3. Synergy scores: CSS=37.0, Synergy_ZIP=1.38, Synergy_Bliss=0.856, Synergy_Loewe=-17.6, Synergy_HSA=1.11.